Regression. Given two drug SMILES strings and cell line genomic features, predict the synergy score measuring deviation from expected non-interaction effect. From a dataset of NCI-60 drug combinations with 297,098 pairs across 59 cell lines. (1) Drug 1: CC12CCC3C(C1CCC2=O)CC(=C)C4=CC(=O)C=CC34C. Drug 2: CC1CCC2CC(C(=CC=CC=CC(CC(C(=O)C(C(C(=CC(C(=O)CC(OC(=O)C3CCCCN3C(=O)C(=O)C1(O2)O)C(C)CC4CCC(C(C4)OC)O)C)C)O)OC)C)C)C)OC. Cell line: BT-549. Synergy scores: CSS=43.3, Synergy_ZIP=-1.09, Synergy_Bliss=-1.98, Synergy_Loewe=-0.312, Synergy_HSA=0.376. (2) Drug 1: C1CCC(CC1)NC(=O)N(CCCl)N=O. Drug 2: C(CC(=O)O)C(=O)CN.Cl. Cell line: HCC-2998. Synergy scores: CSS=12.9, Synergy_ZIP=-4.66, Synergy_Bliss=-7.66, Synergy_Loewe=-7.47, Synergy_HSA=-7.00. (3) Drug 2: CC(CN1CC(=O)NC(=O)C1)N2CC(=O)NC(=O)C2. Synergy scores: CSS=5.85, Synergy_ZIP=-4.29, Synergy_Bliss=-2.07, Synergy_Loewe=-6.45, Synergy_HSA=-5.71. Cell line: KM12. Drug 1: C1CCN(CC1)CCOC2=CC=C(C=C2)C(=O)C3=C(SC4=C3C=CC(=C4)O)C5=CC=C(C=C5)O. (4) Drug 1: C1=CC(=CC=C1C#N)C(C2=CC=C(C=C2)C#N)N3C=NC=N3. Drug 2: CCC1(C2=C(COC1=O)C(=O)N3CC4=CC5=C(C=CC(=C5CN(C)C)O)N=C4C3=C2)O.Cl. Cell line: U251. Synergy scores: CSS=38.2, Synergy_ZIP=-2.23, Synergy_Bliss=-4.81, Synergy_Loewe=-14.0, Synergy_HSA=-0.558.